From a dataset of Full USPTO retrosynthesis dataset with 1.9M reactions from patents (1976-2016). Predict the reactants needed to synthesize the given product. (1) Given the product [ClH:32].[NH:21]1[C:29]2=[N:28][CH:27]=[CH:26][CH:25]=[C:24]2[C:23]([CH:30]=[C:12]2[O:11][C:10]([N:8]([C:5]3[CH:4]=[CH:3][C:2]([F:1])=[CH:7][CH:6]=3)[CH3:9])=[C:14]([C:15]([O:17][CH2:18][CH3:19])=[O:16])[C:13]2=[O:20])=[CH:22]1, predict the reactants needed to synthesize it. The reactants are: [F:1][C:2]1[CH:7]=[CH:6][C:5]([N:8]([C:10]2[O:11][CH2:12][C:13](=[O:20])[C:14]=2[C:15]([O:17][CH2:18][CH3:19])=[O:16])[CH3:9])=[CH:4][CH:3]=1.[NH:21]1[C:29]2[C:24](=[CH:25][CH:26]=[CH:27][N:28]=2)[C:23]([CH:30]=O)=[CH:22]1.[ClH:32]. (2) Given the product [C:8]([C:5]1[N:4]=[N:3][C:2]([CH3:1])=[CH:7][CH:6]=1)#[CH:9], predict the reactants needed to synthesize it. The reactants are: [CH3:1][C:2]1[N:3]=[N:4][C:5]([C:8]#[C:9][Si](C)(C)C)=[CH:6][CH:7]=1.C(=O)([O-])[O-].[K+].[K+].